Dataset: Acute oral toxicity (LD50) regression data from Zhu et al.. Task: Regression/Classification. Given a drug SMILES string, predict its toxicity properties. Task type varies by dataset: regression for continuous values (e.g., LD50, hERG inhibition percentage) or binary classification for toxic/non-toxic outcomes (e.g., AMES mutagenicity, cardiotoxicity, hepatotoxicity). Dataset: ld50_zhu. (1) The compound is C1CN1c1nc(N2CC2)nc(N2CC2)n1. The rat oral LD50 is 5.31, given as -log10 of the dose in mol/kg body weight (higher means more acutely toxic). (2) The compound is CN1CCN(C2=Nc3ccccc3Oc3ccc(Cl)cc32)CC1. The rat oral LD50 is 3.34, given as -log10 of the dose in mol/kg body weight (higher means more acutely toxic). (3) The molecule is CC1(C)C(C=C(Cl)C(F)(F)F)C1C(=O)OC(C#N)c1cccc(Oc2ccccc2)c1. The rat oral LD50 is 3.90, given as -log10 of the dose in mol/kg body weight (higher means more acutely toxic). (4) The compound is Cc1cc(O)c(C(C)(C)C)cc1Sc1cc(C(C)(C)C)c(O)cc1C. The rat oral LD50 is 2.18, given as -log10 of the dose in mol/kg body weight (higher means more acutely toxic). (5) The drug is CC(=O)CCCOC(C)=O. The rat oral LD50 is 1.38, given as -log10 of the dose in mol/kg body weight (higher means more acutely toxic).